From a dataset of TCR-epitope binding with 47,182 pairs between 192 epitopes and 23,139 TCRs. Binary Classification. Given a T-cell receptor sequence (or CDR3 region) and an epitope sequence, predict whether binding occurs between them. (1) The epitope is EPLPQGQLTAY. The TCR CDR3 sequence is CSAPVLPQETQYF. Result: 0 (the TCR does not bind to the epitope). (2) The epitope is KLNVGDYFV. The TCR CDR3 sequence is CSAKFGVEAFF. Result: 1 (the TCR binds to the epitope). (3) The epitope is YLNTLTLAV. The TCR CDR3 sequence is CAWTSGGASEQYF. Result: 0 (the TCR does not bind to the epitope).